Dataset: Peptide-MHC class I binding affinity with 185,985 pairs from IEDB/IMGT. Task: Regression. Given a peptide amino acid sequence and an MHC pseudo amino acid sequence, predict their binding affinity value. This is MHC class I binding data. (1) The peptide sequence is IMFMLIFNV. The MHC is HLA-A02:02 with pseudo-sequence HLA-A02:02. The binding affinity (normalized) is 1.00. (2) The peptide sequence is LLVLCVTQVL. The MHC is HLA-B08:01 with pseudo-sequence HLA-B08:01. The binding affinity (normalized) is 0.125. (3) The peptide sequence is IEGRDRTMAWT. The MHC is HLA-B18:01 with pseudo-sequence HLA-B18:01. The binding affinity (normalized) is 0.0249.